The task is: Predict the product of the given reaction.. This data is from Forward reaction prediction with 1.9M reactions from USPTO patents (1976-2016). Given the reactants [Br:1][C:2]1[C:3]([F:12])=[C:4]([CH:7]=[CH:8][C:9]=1[O:10][CH3:11])[CH:5]=[O:6].CO.[BH4-].[Na+], predict the reaction product. The product is: [Br:1][C:2]1[C:3]([F:12])=[C:4]([CH2:5][OH:6])[CH:7]=[CH:8][C:9]=1[O:10][CH3:11].